From a dataset of Cav3 T-type calcium channel HTS with 100,875 compounds. Binary Classification. Given a drug SMILES string, predict its activity (active/inactive) in a high-throughput screening assay against a specified biological target. (1) The drug is O=C1N(N=C(CC1)/C=C\c1ccc(cc1)C)Cc1ccccc1. The result is 0 (inactive). (2) The compound is O=C(N1CCN(CC1)C(=O)Nc1ccc(cc1)C(=O)C)C(NC(=O)C)Cc1c(ccc(c1)C)C. The result is 0 (inactive).